Dataset: Forward reaction prediction with 1.9M reactions from USPTO patents (1976-2016). Task: Predict the product of the given reaction. (1) Given the reactants C([O:5][C:6]([CH2:8][N:9]1[C:16](=[O:17])[CH2:15][CH2:14][N:13]([CH2:18][C:19]([O:21]C(C)(C)C)=[O:20])[C:12](=[O:26])[CH2:11][CH2:10]1)=[O:7])(C)(C)C.FC(F)(F)C(O)=O, predict the reaction product. The product is: [C:19]([CH2:18][N:13]1[C:12](=[O:26])[CH2:11][CH2:10][N:9]([CH2:8][C:6]([OH:7])=[O:5])[C:16](=[O:17])[CH2:15][CH2:14]1)([OH:21])=[O:20]. (2) Given the reactants [F:1][C:2]1[CH:18]=[CH:17][CH:16]=[C:15]([F:19])[C:3]=1[CH2:4][CH:5]1[CH2:10][CH:9]([C:11]([O:13][CH3:14])=[O:12])[CH2:8][CH2:7][NH:6]1.CCN(C(C)C)C(C)C.[C:29](Cl)(=[O:32])[O:30][CH3:31], predict the reaction product. The product is: [F:1][C:2]1[CH:18]=[CH:17][CH:16]=[C:15]([F:19])[C:3]=1[CH2:4][CH:5]1[CH2:10][CH:9]([C:11]([O:13][CH3:14])=[O:12])[CH2:8][CH2:7][N:6]1[C:29]([O:30][CH3:31])=[O:32].